This data is from Full USPTO retrosynthesis dataset with 1.9M reactions from patents (1976-2016). The task is: Predict the reactants needed to synthesize the given product. (1) Given the product [CH3:1][C:2]1[C:7]([OH:8])=[CH:6][CH:5]=[CH:4][C:3]=1[C:9]([NH:11][C@H:12]([C@H:21]([OH:40])[CH2:22][N:23]1[C@H:32]([C:33]([NH:35][C:36]([CH3:38])([CH3:37])[CH3:39])=[O:34])[CH2:31][C@H:30]2[C@H:25]([CH2:26][CH2:27][CH2:28][CH2:29]2)[CH2:24]1)[CH2:13][S:14][C:15]1[CH:20]=[CH:19][CH:18]=[CH:17][CH:16]=1)=[O:10].[CH3:41][S:42]([OH:45])(=[O:44])=[O:43], predict the reactants needed to synthesize it. The reactants are: [CH3:1][C:2]1[C:7]([OH:8])=[CH:6][CH:5]=[CH:4][C:3]=1[C:9]([NH:11][C@H:12]([C@H:21]([OH:40])[CH2:22][N:23]1[C@H:32]([C:33]([NH:35][C:36]([CH3:39])([CH3:38])[CH3:37])=[O:34])[CH2:31][C@H:30]2[C@H:25]([CH2:26][CH2:27][CH2:28][CH2:29]2)[CH2:24]1)[CH2:13][S:14][C:15]1[CH:16]=[CH:17][CH:18]=[CH:19][CH:20]=1)=[O:10].[CH3:41][S:42]([OH:45])(=[O:44])=[O:43].C(C(C)=O)C. (2) Given the product [C:1]([C:5]1[CH:6]=[CH:7][C:8]([C:9]([NH:33][CH2:32][C:28]2[CH:27]=[C:26]([CH:31]=[CH:30][CH:29]=2)[O:25][C:22]2[CH:23]=[CH:24][C:19]([CH2:18][CH2:17][C:16]([OH:35])=[O:15])=[C:20]([CH3:34])[CH:21]=2)=[O:11])=[CH:12][CH:13]=1)([CH3:2])([CH3:3])[CH3:4], predict the reactants needed to synthesize it. The reactants are: [C:1]([C:5]1[CH:13]=[CH:12][C:8]([C:9]([OH:11])=O)=[CH:7][CH:6]=1)([CH3:4])([CH3:3])[CH3:2].C[O:15][C:16](=[O:35])[CH2:17][CH2:18][C:19]1[CH:24]=[CH:23][C:22]([O:25][C:26]2[CH:31]=[CH:30][CH:29]=[C:28]([CH2:32][NH2:33])[CH:27]=2)=[CH:21][C:20]=1[CH3:34]. (3) Given the product [CH2:9]1[C@@H:7]([OH:8])[C@@H:6]2[O:21][C:16]3=[C:17]([OH:20])[CH:18]=[CH:19][C:14]4=[C:15]3[C@:5]32[CH2:4][CH2:3][N:2]([CH2:1][CH:23]2[CH2:25][CH2:24]2)[C@H:12]([CH2:13]4)[C@:11]3([OH:22])[CH2:10]1, predict the reactants needed to synthesize it. The reactants are: [CH3:1][N:2]1[C@@H:12]2[CH2:13][C:14]3[CH:19]=[CH:18][C:17]([OH:20])=[C:16]4[O:21][C@H:6]5[C:7]([CH:9]=[CH:10][C@:11]2([OH:22])[C@:5]5([C:15]=34)[CH2:4][CH2:3]1)=[O:8].[CH:23]1(C=O)[CH2:25][CH2:24]1.C(O[BH-](OC(=O)C)OC(=O)C)(=O)C.[Na+].C(O)(=O)C. (4) Given the product [F:1][C:2]1[CH:10]=[C:9]2[C:5]([CH:6]=[CH:7][N:8]2[S:36]([C:33]2[CH:34]=[CH:35][C:30]([CH3:40])=[CH:31][CH:32]=2)(=[O:38])=[O:37])=[C:4]([C:11]2[N:12]=[C:13]([N:22]3[CH2:27][CH2:26][O:25][CH2:24][CH2:23]3)[C:14]3[S:19][C:18]([CH2:20][O:21][S:36]([C:33]4[CH:34]=[CH:35][C:30]([CH3:40])=[CH:31][CH:32]=4)(=[O:38])=[O:37])=[CH:17][C:15]=3[N:16]=2)[CH:3]=1, predict the reactants needed to synthesize it. The reactants are: [F:1][C:2]1[CH:10]=[C:9]2[C:5]([CH:6]=[CH:7][NH:8]2)=[C:4]([C:11]2[N:12]=[C:13]([N:22]3[CH2:27][CH2:26][O:25][CH2:24][CH2:23]3)[C:14]3[S:19][C:18]([CH2:20][OH:21])=[CH:17][C:15]=3[N:16]=2)[CH:3]=1.[H-].[Na+].[C:30]1([CH3:40])[CH:35]=[CH:34][C:33]([S:36](Cl)(=[O:38])=[O:37])=[CH:32][CH:31]=1.